This data is from Forward reaction prediction with 1.9M reactions from USPTO patents (1976-2016). The task is: Predict the product of the given reaction. (1) The product is: [CH2:8]1[N:9]([CH2:2][C:3]([OH:5])=[O:4])[CH2:10][CH2:11][N:12]([CH2:2][C:3]([OH:5])=[O:4])[CH2:13][CH2:14][N:15]([CH2:2][C:3]([OH:5])=[O:4])[CH2:16][CH2:17][N:6]([CH2:2][C:3]([OH:5])=[O:4])[CH2:7]1. Given the reactants Cl[CH2:2][C:3]([OH:5])=[O:4].[NH:6]1[CH2:17][CH2:16][NH:15][CH2:14][CH2:13][NH:12][CH2:11][CH2:10][NH:9][CH2:8][CH2:7]1, predict the reaction product. (2) The product is: [F:16][C:13]1[CH:14]=[CH:15][C:10]([CH:7]2[N:6]([S:17]([C:20]3[CH:25]=[CH:24][C:23]([CH3:26])=[CH:22][CH:21]=3)(=[O:18])=[O:19])[CH:5]([CH2:4][CH2:3][CH2:2][N:31]3[CH:32]=[C:28]([CH3:27])[N:29]=[CH:30]3)[CH2:9][CH2:8]2)=[CH:11][CH:12]=1. Given the reactants Cl[CH2:2][CH2:3][CH2:4][CH:5]1[CH2:9][CH2:8][CH:7]([C:10]2[CH:15]=[CH:14][C:13]([F:16])=[CH:12][CH:11]=2)[N:6]1[S:17]([C:20]1[CH:25]=[CH:24][C:23]([CH3:26])=[CH:22][CH:21]=1)(=[O:19])=[O:18].[CH3:27][C:28]1[N:29]=[CH:30][NH:31][CH:32]=1, predict the reaction product. (3) Given the reactants [CH3:1][O:2][C:3]1[C:11]2[C:6](=[N:7][CH:8]=[C:9]([N+:12]([O-])=O)[CH:10]=2)[NH:5][N:4]=1.[H][H], predict the reaction product. The product is: [CH3:1][O:2][C:3]1[C:11]2[C:6](=[N:7][CH:8]=[C:9]([NH2:12])[CH:10]=2)[NH:5][N:4]=1.